Dataset: Forward reaction prediction with 1.9M reactions from USPTO patents (1976-2016). Task: Predict the product of the given reaction. (1) Given the reactants Br[C:2]1[C:14]([C:15]([CH3:18])([CH3:17])[CH3:16])=[CH:13][C:12]2[C:11]3[C:6](=[CH:7][C:8](Br)=[C:9]([C:19]([CH3:22])([CH3:21])[CH3:20])[CH:10]=3)[CH2:5][C:4]=2[CH:3]=1.[C:24]1(B(O)O)[CH:29]=[CH:28][CH:27]=[CH:26][CH:25]=1.C([O-])([O-])=O.[Na+].[Na+], predict the reaction product. The product is: [C:24]1([C:2]2[C:14]([C:15]([CH3:17])([CH3:18])[CH3:16])=[CH:13][C:12]3[C:11]4[C:6](=[CH:7][C:8]([C:2]5[CH:14]=[CH:13][CH:12]=[CH:4][CH:3]=5)=[C:9]([C:19]([CH3:20])([CH3:22])[CH3:21])[CH:10]=4)[CH2:5][C:4]=3[CH:3]=2)[CH:29]=[CH:28][CH:27]=[CH:26][CH:25]=1. (2) Given the reactants [OH:1][NH:2][C:3]([C:5]1[C:10]([CH3:11])=[CH:9][CH:8]=[CH:7][N:6]=1)=[NH:4].[OH:12][CH2:13][CH2:14][O:15][C:16]1[CH:17]=[C:18]([OH:25])[C:19](=[CH:23][CH:24]=1)[C:20](O)=O, predict the reaction product. The product is: [OH:12][CH2:13][CH2:14][O:15][C:16]1[CH:24]=[CH:23][C:19]([C:20]2[O:1][N:2]=[C:3]([C:5]3[C:10]([CH3:11])=[CH:9][CH:8]=[CH:7][N:6]=3)[N:4]=2)=[C:18]([OH:25])[CH:17]=1. (3) Given the reactants Br[C:2]1[NH:6][CH:5]=[C:4]([CH:7]=[O:8])[CH:3]=1.[Br:9][C:10]1[CH:15]=[CH:14][CH:13]=[CH:12][C:11]=1B(O)O.C(=O)([O-])[O-].[Na+].[Na+], predict the reaction product. The product is: [Br:9][C:10]1[CH:15]=[CH:14][CH:13]=[CH:12][C:11]=1[C:2]1[NH:6][CH:5]=[C:4]([CH:7]=[O:8])[CH:3]=1. (4) Given the reactants [Cl:1][C:2]1[CH:7]=[C:6]([Cl:8])[CH:5]=[CH:4][C:3]=1[CH:9]1[CH:18]([C:19]([NH:21][CH2:22][CH2:23][CH2:24][C:25](O)=[O:26])=[O:20])[C:17]2[C:12](=[CH:13][CH:14]=[CH:15][CH:16]=2)[C:11](=[O:28])[N:10]1[CH:29]1[CH2:34][CH2:33][CH2:32][CH2:31][CH:30]1[NH:35][S:36]([CH3:39])(=[O:38])=[O:37].[CH2:40]([NH2:42])[CH3:41].CCN=C=NCCCN(C)C.C1C=CC2N(O)N=NC=2C=1, predict the reaction product. The product is: [Cl:1][C:2]1[CH:7]=[C:6]([Cl:8])[CH:5]=[CH:4][C:3]=1[CH:9]1[CH:18]([C:19]([NH:21][CH2:22][CH2:23][CH2:24][C:25]([NH:42][CH2:40][CH3:41])=[O:26])=[O:20])[C:17]2[C:12](=[CH:13][CH:14]=[CH:15][CH:16]=2)[C:11](=[O:28])[N:10]1[CH:29]1[CH2:34][CH2:33][CH2:32][CH2:31][CH:30]1[NH:35][S:36]([CH3:39])(=[O:38])=[O:37]. (5) The product is: [O:11]=[C:5]1[C:6]([C:7]([OH:9])=[O:8])=[CH:10][C:2]([C:12]2[CH:17]=[CH:16][CH:15]=[CH:14][CH:13]=2)=[CH:3][NH:4]1. Given the reactants Br[C:2]1[CH:3]=[N:4][C:5]([OH:11])=[C:6]([CH:10]=1)[C:7]([OH:9])=[O:8].[C:12]1(B(O)O)[CH:17]=[CH:16][CH:15]=[CH:14][CH:13]=1.C([O-])([O-])=O.[Cs+].[Cs+], predict the reaction product. (6) The product is: [CH:1]1([NH:4][C:5]([C:7]2[C:16]3[C:11](=[CH:12][C:13]([O:17][CH3:18])=[CH:14][CH:15]=3)[N:10]([CH2:19][CH2:20][N:45]3[CH2:46][CH2:47][CH:42]([N:34]([CH2:33][C:31]4[CH:30]=[CH:29][C:28]5[O:23][CH2:24][CH2:25][O:26][C:27]=5[CH:32]=4)[C:35](=[O:41])[O:36][C:37]([CH3:40])([CH3:38])[CH3:39])[CH2:43][CH2:44]3)[C:9](=[O:22])[CH:8]=2)=[O:6])[CH2:2][CH2:3]1. Given the reactants [CH:1]1([NH:4][C:5]([C:7]2[C:16]3[C:11](=[CH:12][C:13]([O:17][CH3:18])=[CH:14][CH:15]=3)[N:10]([CH2:19][CH:20]=O)[C:9](=[O:22])[CH:8]=2)=[O:6])[CH2:3][CH2:2]1.[O:23]1[C:28]2[CH:29]=[CH:30][C:31]([CH2:33][N:34]([CH:42]3[CH2:47][CH2:46][NH:45][CH2:44][CH2:43]3)[C:35](=[O:41])[O:36][C:37]([CH3:40])([CH3:39])[CH3:38])=[CH:32][C:27]=2[O:26][CH2:25][CH2:24]1.C([BH3-])#N.[Na+].C(=O)([O-])O.[Na+], predict the reaction product. (7) Given the reactants Cl[C:2]1[N:7]=[C:6]([C:8]#[N:9])[C:5]([N+:10]([O-:12])=[O:11])=[CH:4][CH:3]=1.[Cl:13][C:14]1[CH:15]=[C:16]([SH:21])[CH:17]=[C:18]([Cl:20])[CH:19]=1.C([O-])([O-])=O.[K+].[K+].C(OCC)(=O)C, predict the reaction product. The product is: [Cl:13][C:14]1[CH:15]=[C:16]([S:21][C:2]2[N:7]=[C:6]([C:8]#[N:9])[C:5]([N+:10]([O-:12])=[O:11])=[CH:4][CH:3]=2)[CH:17]=[C:18]([Cl:20])[CH:19]=1. (8) Given the reactants [Cl:1][C:2]1[CH:8]=[CH:7][C:5]([NH2:6])=[CH:4][CH:3]=1.[C:9]([O:12][CH2:13][CH2:14]Br)(=[O:11])[CH3:10].C(=O)([O-])[O-].[K+].[K+], predict the reaction product. The product is: [CH2:13]([O:12][C:9](=[O:11])[CH2:10][NH:6][C:5]1[CH:7]=[CH:8][C:2]([Cl:1])=[CH:3][CH:4]=1)[CH3:14].